Task: Predict the reactants needed to synthesize the given product.. Dataset: Full USPTO retrosynthesis dataset with 1.9M reactions from patents (1976-2016) Given the product [CH3:1][O:2][C:3](=[O:38])[CH2:4][C:5]1[CH:6]=[C:7]([C:13]2[CH:18]=[CH:17][C:16]([C:19]([F:21])([F:22])[F:20])=[CH:15][C:14]=2[CH2:23][N:24]2[C:28](=[O:29])[C:27]([CH3:36])([C:30]3[CH:35]=[CH:34][CH:33]=[CH:32][CH:31]=3)[N:26]([CH2:42][C:43]([O:45][CH3:46])=[O:44])[C:25]2=[O:37])[C:8]([O:11][CH3:12])=[CH:9][CH:10]=1, predict the reactants needed to synthesize it. The reactants are: [CH3:1][O:2][C:3](=[O:38])[CH2:4][C:5]1[CH:6]=[C:7]([C:13]2[CH:18]=[CH:17][C:16]([C:19]([F:22])([F:21])[F:20])=[CH:15][C:14]=2[CH2:23][N:24]2[C:28](=[O:29])[C:27]([CH3:36])([C:30]3[CH:35]=[CH:34][CH:33]=[CH:32][CH:31]=3)[NH:26][C:25]2=[O:37])[C:8]([O:11][CH3:12])=[CH:9][CH:10]=1.[H-].[Na+].Br[CH2:42][C:43]([O:45][CH3:46])=[O:44].Cl.